Regression/Classification. Given a drug SMILES string, predict its absorption, distribution, metabolism, or excretion properties. Task type varies by dataset: regression for continuous measurements (e.g., permeability, clearance, half-life) or binary classification for categorical outcomes (e.g., BBB penetration, CYP inhibition). Dataset: cyp1a2_veith. From a dataset of CYP1A2 inhibition data for predicting drug metabolism from PubChem BioAssay. (1) The result is 0 (non-inhibitor). The molecule is CCOC(=O)CC(=O)Nc1ccccc1C(=O)O. (2) The compound is CC(=O)[N-]S(=O)(=O)c1ccc(N)cc1.O.[Na+]. The result is 0 (non-inhibitor). (3) The molecule is COc1ccc(C(=O)N2CCC[C@@]3(CCN(C)C3)C2)cc1. The result is 0 (non-inhibitor). (4) The molecule is Cc1ccc(NC(=O)CN2C(=O)N/C(=C/c3ccc(C)o3)C2=O)cc1. The result is 0 (non-inhibitor).